From a dataset of Full USPTO retrosynthesis dataset with 1.9M reactions from patents (1976-2016). Predict the reactants needed to synthesize the given product. (1) Given the product [C:6]([OH:7])(=[O:17])[C:5]1[C:20](=[CH:15][CH:16]=[CH:3][CH:4]=1)[C:19]([OH:22])=[O:21], predict the reactants needed to synthesize it. The reactants are: ON1[C:6](=[O:7])[CH2:5][CH2:4][C:3]1=O.CC1C=CC=C[C:15]=1[CH3:16].[O:17]=O.[C:19]([OH:22])(=[O:21])[CH3:20]. (2) Given the product [CH2:1]([C@@H:6]1[CH2:8][C@H:7]1[O:9][C:24]([O:23][N:20]1[C:21](=[O:22])[CH2:16][CH2:17][C:18]1=[O:19])=[O:25])[CH2:2][CH2:3][C:4]#[CH:5], predict the reactants needed to synthesize it. The reactants are: [CH2:1]([C@@H:6]1[CH2:8][C@H:7]1[OH:9])[CH2:2][CH2:3][CH:4]=[CH2:5].N1C=CC=CC=1.[CH2:16]1[C:21](=[O:22])[N:20]([O:23][C:24](ON2C(=O)CCC2=O)=[O:25])[C:18](=[O:19])[CH2:17]1. (3) Given the product [CH3:91][O:90][C:88](=[O:89])[C@@H:69]([NH:68][C:66]([C:61]1([CH2:60][CH2:59][NH:58][C:56](=[O:57])[CH2:55][CH2:54][O:53][CH2:52][CH2:51][O:50][CH2:49][CH2:48][O:47][CH2:46][CH2:45][O:44][CH2:43][CH2:42][O:41][CH2:40][CH2:39][O:38][CH2:37][CH2:36][O:35][CH2:34][CH2:33][O:32][CH2:31][CH2:30][O:29][CH2:28][CH2:27][O:26][CH2:25][CH2:24][O:23][CH2:22][CH2:21][O:20][CH2:19][CH2:18][NH2:17])[CH2:65][CH2:64][CH2:63][CH2:62]1)=[O:67])[CH2:70][C:71]1[CH:76]=[CH:75][C:74]([NH:77][C:78](=[O:87])[C:79]2[C:80]([Cl:86])=[CH:81][CH:82]=[CH:83][C:84]=2[Cl:85])=[CH:73][CH:72]=1, predict the reactants needed to synthesize it. The reactants are: C1C2C(COC(=O)[NH:17][CH2:18][CH2:19][O:20][CH2:21][CH2:22][O:23][CH2:24][CH2:25][O:26][CH2:27][CH2:28][O:29][CH2:30][CH2:31][O:32][CH2:33][CH2:34][O:35][CH2:36][CH2:37][O:38][CH2:39][CH2:40][O:41][CH2:42][CH2:43][O:44][CH2:45][CH2:46][O:47][CH2:48][CH2:49][O:50][CH2:51][CH2:52][O:53][CH2:54][CH2:55][C:56]([NH:58][CH2:59][CH2:60][C:61]3([C:66]([NH:68][C@H:69]([C:88]([O:90][CH3:91])=[O:89])[CH2:70][C:71]4[CH:76]=[CH:75][C:74]([NH:77][C:78](=[O:87])[C:79]5[C:84]([Cl:85])=[CH:83][CH:82]=[CH:81][C:80]=5[Cl:86])=[CH:73][CH:72]=4)=[O:67])[CH2:65][CH2:64][CH2:63][CH2:62]3)=[O:57])C3C(=CC=CC=3)C=2C=CC=1.N1CCCCC1. (4) Given the product [C:8]([NH:9][C:10]([NH:13][CH2:14][C:15]#[C:16][C:17]1[CH:18]=[C:19]2[C:24](=[CH:25][CH:26]=1)[N:23]=[CH:22][N:21]=[C:20]2[NH:27][C:28]1[CH:33]=[CH:32][C:31]([O:34][C:35]2[CH:36]=[N:37][C:38]([CH3:41])=[CH:39][CH:40]=2)=[C:30]([CH3:42])[CH:29]=1)=[NH:11])#[N:12], predict the reactants needed to synthesize it. The reactants are: C1(O[C:8](=[NH:12])[NH:9][C:10]#[N:11])C=CC=CC=1.[NH2:13][CH2:14][C:15]#[C:16][C:17]1[CH:18]=[C:19]2[C:24](=[CH:25][CH:26]=1)[N:23]=[CH:22][N:21]=[C:20]2[NH:27][C:28]1[CH:33]=[CH:32][C:31]([O:34][C:35]2[CH:36]=[N:37][C:38]([CH3:41])=[CH:39][CH:40]=2)=[C:30]([CH3:42])[CH:29]=1. (5) Given the product [CH2:1]([C:4]1[CH:5]=[N:6][C:7]([N:10]2[CH2:15][CH2:14][CH:13]([O:16][C:17]3[S:18][C:19]4[CH:25]=[C:24]([C:26]5[CH2:31][CH2:30][N:29]([S:32]([CH2:35][CH2:36][NH2:37])(=[O:34])=[O:33])[CH2:28][CH:27]=5)[CH:23]=[CH:22][C:20]=4[N:21]=3)[CH2:12][CH2:11]2)=[N:8][CH:9]=1)[CH2:2][CH3:3], predict the reactants needed to synthesize it. The reactants are: [CH2:1]([C:4]1[CH:5]=[N:6][C:7]([N:10]2[CH2:15][CH2:14][CH:13]([O:16][C:17]3[S:18][C:19]4[CH:25]=[C:24]([C:26]5[CH2:31][CH2:30][N:29]([S:32]([CH2:35][CH2:36][N:37]6C(=O)C7C(=CC=CC=7)C6=O)(=[O:34])=[O:33])[CH2:28][CH:27]=5)[CH:23]=[CH:22][C:20]=4[N:21]=3)[CH2:12][CH2:11]2)=[N:8][CH:9]=1)[CH2:2][CH3:3].NN. (6) The reactants are: C(O[C:4]1(O[Si](C)(C)C)[CH2:6][CH2:5]1)C.[F:12]/[C:13](/[C:34]1[CH:39]=[CH:38][C:37]([O:40][C:41]([F:44])([F:43])[F:42])=[CH:36][CH:35]=1)=[CH:14]\[C:15]1[CH:19]=[C:18]([CH3:20])[N:17]([CH2:21][C:22]2[CH:27]=[CH:26][N:25]=[C:24]([N:28]3[CH2:33][CH2:32][NH:31][CH2:30][CH2:29]3)[CH:23]=2)[N:16]=1.C(O)(=O)C.C([BH3-])#N.[Na+]. Given the product [CH:4]1([N:31]2[CH2:30][CH2:29][N:28]([C:24]3[CH:23]=[C:22]([CH2:21][N:17]4[C:18]([CH3:20])=[CH:19][C:15](/[CH:14]=[C:13](\[F:12])/[C:34]5[CH:39]=[CH:38][C:37]([O:40][C:41]([F:42])([F:43])[F:44])=[CH:36][CH:35]=5)=[N:16]4)[CH:27]=[CH:26][N:25]=3)[CH2:33][CH2:32]2)[CH2:6][CH2:5]1, predict the reactants needed to synthesize it.